Dataset: Reaction yield outcomes from USPTO patents with 853,638 reactions. Task: Predict the reaction yield, written as a fraction of the theoretical maximum amount of product (1.0 means a 100% yield; for example, 0.34 means a 34% yield). (1) The reactants are C(O[C:6](=[O:19])[N:7]([C:12]1[CH:17]=[CH:16][CH:15]=[C:14]([Cl:18])[CH:13]=1)[C@@H:8]([CH3:11])[CH:9]=[O:10])(C)(C)C.Br[C:21]([F:28])([F:27])C(OCC)=O.S([O-])(O)(=O)=O.[K+].C(N(C(C)C)CC)(C)C. The catalyst is O1CCCC1.[Zn].O. The product is [Cl:18][C:14]1[CH:13]=[C:12]([N:7]2[C@@H:8]([CH3:11])[C@H:9]([OH:10])[C:21]([F:28])([F:27])[C:6]2=[O:19])[CH:17]=[CH:16][CH:15]=1. The yield is 0.210. (2) The reactants are [Cl:1][C:2]1[N:3]=[C:4]([N:17]([CH3:19])[CH3:18])[C:5]2[CH2:10][CH:9]=[C:8]([C:11]3[CH:16]=[CH:15][CH:14]=[CH:13][CH:12]=3)[C:6]=2[N:7]=1.[OH2:20].OO.[OH-].[Na+]. The catalyst is C1COCC1.CCOC(C)=O. The product is [Cl:1][C:2]1[N:3]=[C:4]([N:17]([CH3:19])[CH3:18])[C:5]2[CH2:10][C@H:9]([OH:20])[C@@H:8]([C:11]3[CH:12]=[CH:13][CH:14]=[CH:15][CH:16]=3)[C:6]=2[N:7]=1. The yield is 0.500. (3) The reactants are I.C[O:3][C:4]1[CH:24]=[CH:23][C:7]2[C:8]([C:11]3[CH:20]=[CH:19][C:18]4[C:13](=[CH:14][CH:15]=[C:16]([O:21]C)[CH:17]=4)[CH:12]=3)=[N:9][O:10][C:6]=2[CH:5]=1.C(O)(=O)C.C(OC(=O)C)(=O)C. The catalyst is O. The product is [OH:21][C:16]1[CH:17]=[C:18]2[C:13](=[CH:14][CH:15]=1)[CH:12]=[C:11]([C:8]1[C:7]3[CH:23]=[CH:24][C:4]([OH:3])=[CH:5][C:6]=3[O:10][N:9]=1)[CH:20]=[CH:19]2. The yield is 0.910. (4) The reactants are [NH2:1][C:2]1[CH:7]=[CH:6][C:5]([N:8]2[C:12]([NH:13][C:14]([NH:16][C:17]3[CH:22]=[CH:21][C:20]([O:23][C:24]4[CH:29]=[CH:28][N:27]=[CH:26][CH:25]=4)=[CH:19][CH:18]=3)=[O:15])=[CH:11][C:10]([C:30]([CH3:33])([CH3:32])[CH3:31])=[N:9]2)=[CH:4][CH:3]=1.[CH3:34][O:35][CH2:36][CH2:37][C:38](Cl)=[O:39].CCN(CC)CC. The catalyst is C1COCC1. The product is [C:30]([C:10]1[CH:11]=[C:12]([NH:13][C:14]([NH:16][C:17]2[CH:22]=[CH:21][C:20]([O:23][C:24]3[CH:25]=[CH:26][N:27]=[CH:28][CH:29]=3)=[CH:19][CH:18]=2)=[O:15])[N:8]([C:5]2[CH:6]=[CH:7][C:2]([NH:1][C:38](=[O:39])[CH2:37][CH2:36][O:35][CH3:34])=[CH:3][CH:4]=2)[N:9]=1)([CH3:33])([CH3:32])[CH3:31]. The yield is 0.210. (5) The yield is 0.570. The catalyst is CN(C)C(=O)C.[Cu]I.C1C=CC(P(C2C=CC=CC=2)[C-]2C=CC=C2)=CC=1.C1C=CC(P(C2C=CC=CC=2)[C-]2C=CC=C2)=CC=1.Cl[Pd]Cl.[Fe+2].ClCCl. The product is [CH3:33][C:29]1[CH:28]=[C:27]([C:25](=[O:26])[CH2:24][C@H:23]([C:20]2[CH:21]=[CH:22][C:17]([CH:12]3[CH2:13][CH2:14][N:9]([C:7]([O:6][C:2]([CH3:5])([CH3:4])[CH3:3])=[O:8])[CH2:10][CH2:11]3)=[CH:18][CH:19]=2)[C:34]2[CH:39]=[CH:38][CH:37]=[CH:36][C:35]=2[CH3:40])[CH:32]=[CH:31][N:30]=1. The reactants are [I-].[C:2]([O:6][C:7]([N:9]1[CH2:14][CH2:13][CH:12]([Zn+])[CH2:11][CH2:10]1)=[O:8])([CH3:5])([CH3:4])[CH3:3].Br[C:17]1[CH:22]=[CH:21][C:20]([C@H:23]([C:34]2[CH:39]=[CH:38][CH:37]=[CH:36][C:35]=2[CH3:40])[CH2:24][C:25]([C:27]2[CH:32]=[CH:31][N:30]=[C:29]([CH3:33])[CH:28]=2)=[O:26])=[CH:19][CH:18]=1. (6) The reactants are C([O:3][C:4]([C:6]1([NH:15][C:16](=[O:29])[C:17]2[CH:22]=[CH:21][C:20]([CH:23]([CH3:25])[CH3:24])=[CH:19][C:18]=2[CH:26]([CH3:28])[CH3:27])[CH2:14][C:13]2[C:8](=[CH:9][CH:10]=[CH:11][CH:12]=2)[CH2:7]1)=[O:5])C.[OH-].[K+].O. The catalyst is CCO. The product is [CH:26]([C:18]1[CH:19]=[C:20]([CH:23]([CH3:25])[CH3:24])[CH:21]=[CH:22][C:17]=1[C:16]([NH:15][C:6]1([C:4]([OH:5])=[O:3])[CH2:14][C:13]2[C:8](=[CH:9][CH:10]=[CH:11][CH:12]=2)[CH2:7]1)=[O:29])([CH3:28])[CH3:27]. The yield is 0.950. (7) The reactants are [OH:1][C:2]1[C:6]2([CH2:8][CH2:7]2)[O:5][C:4](=[O:9])[C:3]=1[C:10]1[CH:15]=[CH:14][C:13]([O:16][CH2:17][C:18]2[CH:27]=[CH:26][C:25]3[C:20](=[CH:21][CH:22]=[CH:23][CH:24]=3)[N:19]=2)=[CH:12][CH:11]=1.C(Cl)Cl.[S:31](O[S:31]([C:34]([F:37])([F:36])[F:35])(=[O:33])=[O:32])([C:34]([F:37])([F:36])[F:35])(=[O:33])=[O:32]. The catalyst is O. The product is [F:35][C:34]([F:37])([F:36])[S:31]([O:1][C:2]1[C:6]2([CH2:8][CH2:7]2)[O:5][C:4](=[O:9])[C:3]=1[C:10]1[CH:11]=[CH:12][C:13]([O:16][CH2:17][C:18]2[CH:27]=[CH:26][C:25]3[C:20](=[CH:21][CH:22]=[CH:23][CH:24]=3)[N:19]=2)=[CH:14][CH:15]=1)(=[O:33])=[O:32]. The yield is 0.730.